This data is from Forward reaction prediction with 1.9M reactions from USPTO patents (1976-2016). The task is: Predict the product of the given reaction. Given the reactants Br[C:2]1[CH:11]=[CH:10][C:9]2[N:8]=[CH:7][C:6]3[N:12]([CH3:33])[C:13](=[O:32])[N:14]([C:15]4[C:16]([CH3:31])=[N:17][N:18]([CH2:21][CH2:22][O:23][Si](C(C)(C)C)(C)C)[C:19]=4[CH3:20])[C:5]=3[C:4]=2[CH:3]=1.[CH2:34]([NH:36][C:37]1[C:38]([CH3:52])=[N:39][CH:40]=[C:41](B2OC(C)(C)C(C)(C)O2)[CH:42]=1)[CH3:35], predict the reaction product. The product is: [CH2:34]([NH:36][C:37]1[CH:42]=[C:41]([C:2]2[CH:11]=[CH:10][C:9]3[N:8]=[CH:7][C:6]4[N:12]([CH3:33])[C:13](=[O:32])[N:14]([C:15]5[C:16]([CH3:31])=[N:17][N:18]([CH2:21][CH2:22][OH:23])[C:19]=5[CH3:20])[C:5]=4[C:4]=3[CH:3]=2)[CH:40]=[N:39][C:38]=1[CH3:52])[CH3:35].